From a dataset of Full USPTO retrosynthesis dataset with 1.9M reactions from patents (1976-2016). Predict the reactants needed to synthesize the given product. (1) The reactants are: Cl[CH2:2][CH2:3][O:4][C:5]1[CH:10]=[CH:9][CH:8]=[CH:7][C:6]=1[C:11]([NH:14][C:15]1[C:16](=[O:34])[N:17]([C:21]2[CH:22]=[C:23]([CH:30]=[CH:31][C:32]=2[CH3:33])[C:24]([NH:26][CH:27]2[CH2:29][CH2:28]2)=[O:25])[CH:18]=[CH:19][N:20]=1)([CH3:13])[CH3:12].[CH3:35][NH2:36]. Given the product [CH:27]1([NH:26][C:24](=[O:25])[C:23]2[CH:30]=[CH:31][C:32]([CH3:33])=[C:21]([N:17]3[CH:18]=[CH:19][N:20]=[C:15]([NH:14][C:11]([CH3:13])([C:6]4[CH:7]=[CH:8][CH:9]=[CH:10][C:5]=4[O:4][CH2:3][CH2:2][NH:36][CH3:35])[CH3:12])[C:16]3=[O:34])[CH:22]=2)[CH2:29][CH2:28]1, predict the reactants needed to synthesize it. (2) The reactants are: [CH3:1][O:2][CH2:3][CH2:4][O:5][C:6]1[C:11]([N+:12]([O-])=O)=[C:10]([O:15][CH2:16][C:17]([F:20])([F:19])[F:18])[CH:9]=[C:8]([CH3:21])[N:7]=1.[H][H]. Given the product [NH2:12][C:11]1[C:6]([O:5][CH2:4][CH2:3][O:2][CH3:1])=[N:7][C:8]([CH3:21])=[CH:9][C:10]=1[O:15][CH2:16][C:17]([F:18])([F:19])[F:20], predict the reactants needed to synthesize it. (3) Given the product [CH:25]([C:28]1[CH:29]=[C:30]([CH:33]=[CH:34][CH:35]=1)[CH2:31][NH:2][C@@H:3]1[C@@H:8]([OH:9])[C@H:7]([CH2:10][C:11]2[CH:16]=[CH:15][C:14]([O:17][CH3:18])=[C:13]([CH2:19][CH2:20][O:21][CH3:22])[CH:12]=2)[CH2:6][S:5](=[O:24])(=[O:23])[CH2:4]1)([CH3:27])[CH3:26], predict the reactants needed to synthesize it. The reactants are: Cl.[NH2:2][C@@H:3]1[C@@H:8]([OH:9])[C@H:7]([CH2:10][C:11]2[CH:16]=[CH:15][C:14]([O:17][CH3:18])=[C:13]([CH2:19][CH2:20][O:21][CH3:22])[CH:12]=2)[CH2:6][S:5](=[O:24])(=[O:23])[CH2:4]1.[CH:25]([C:28]1[CH:29]=[C:30]([CH:33]=[CH:34][CH:35]=1)[CH:31]=O)([CH3:27])[CH3:26]. (4) Given the product [Br:22][CH2:1][C:2]1[CH:9]=[CH:8][C:5]([C:6]#[N:7])=[CH:4][C:3]=1[O:10][C:11]([F:12])([F:13])[F:14], predict the reactants needed to synthesize it. The reactants are: [CH3:1][C:2]1[CH:9]=[CH:8][C:5]([C:6]#[N:7])=[CH:4][C:3]=1[O:10][C:11]([F:14])([F:13])[F:12].C1C(=O)N([Br:22])C(=O)C1. (5) Given the product [NH2:1][C:2]1[CH:9]=[CH:8][C:7]([Br:10])=[CH:6][C:3]=1[CH:4]=[O:5], predict the reactants needed to synthesize it. The reactants are: [NH2:1][C:2]1[CH:9]=[CH:8][C:7]([Br:10])=[CH:6][C:3]=1[CH2:4][OH:5]. (6) Given the product [CH2:1]([O:3][C:4](=[O:14])[CH2:5][C:6](=[N:18][O:16][CH3:17])[C@H:7]([CH3:12])[C@H:8]([CH3:11])[CH2:9][CH3:10])[CH3:2], predict the reactants needed to synthesize it. The reactants are: [CH2:1]([O:3][C:4](=[O:14])[CH2:5][C:6](=O)[C@H:7]([CH3:12])[C@H:8]([CH3:11])[CH2:9][CH3:10])[CH3:2].Cl.[O:16]([NH2:18])[CH3:17].C([O-])(=O)C.[Na+].CC(OC)(C)C.